From a dataset of Catalyst prediction with 721,799 reactions and 888 catalyst types from USPTO. Predict which catalyst facilitates the given reaction. (1) Reactant: [Cl:1][C:2]1[CH:7]=[CH:6][C:5]([S:8]([NH:11][C@H:12]([CH2:16][CH2:17][C:18]([F:21])([F:20])[F:19])[C:13]([NH2:15])=[O:14])(=[O:10])=[O:9])=[CH:4][CH:3]=1.C(=O)([O-])[O-].[K+].[K+].Br[CH2:29][C:30]1[CH:37]=[CH:36][C:33]([C:34]#[N:35])=[CH:32][C:31]=1[F:38].C(OCC)(=O)C. Product: [Cl:1][C:2]1[CH:7]=[CH:6][C:5]([S:8]([N:11]([CH2:29][C:30]2[CH:37]=[CH:36][C:33]([C:34]#[N:35])=[CH:32][C:31]=2[F:38])[C@H:12]([CH2:16][CH2:17][C:18]([F:21])([F:19])[F:20])[C:13]([NH2:15])=[O:14])(=[O:10])=[O:9])=[CH:4][CH:3]=1. The catalyst class is: 568. (2) Reactant: [C:1]([CH:3]1[CH2:8][CH2:7][NH:6][CH2:5][CH2:4]1)#[N:2].[N:9]([C:12]1[CH:17]=[C:16]([CH3:18])[CH:15]=[CH:14][C:13]=1[CH3:19])=[C:10]=[O:11]. Product: [C:1]([CH:3]1[CH2:8][CH2:7][N:6]([C:10]([NH:9][C:12]2[CH:17]=[C:16]([CH3:18])[CH:15]=[CH:14][C:13]=2[CH3:19])=[O:11])[CH2:5][CH2:4]1)#[N:2]. The catalyst class is: 27.